Dataset: NCI-60 drug combinations with 297,098 pairs across 59 cell lines. Task: Regression. Given two drug SMILES strings and cell line genomic features, predict the synergy score measuring deviation from expected non-interaction effect. (1) Drug 1: CC1=CC=C(C=C1)C2=CC(=NN2C3=CC=C(C=C3)S(=O)(=O)N)C(F)(F)F. Drug 2: CCC1(CC2CC(C3=C(CCN(C2)C1)C4=CC=CC=C4N3)(C5=C(C=C6C(=C5)C78CCN9C7C(C=CC9)(C(C(C8N6C=O)(C(=O)OC)O)OC(=O)C)CC)OC)C(=O)OC)O.OS(=O)(=O)O. Cell line: EKVX. Synergy scores: CSS=8.55, Synergy_ZIP=5.93, Synergy_Bliss=14.9, Synergy_Loewe=4.29, Synergy_HSA=5.11. (2) Drug 2: B(C(CC(C)C)NC(=O)C(CC1=CC=CC=C1)NC(=O)C2=NC=CN=C2)(O)O. Drug 1: C1CCC(CC1)NC(=O)N(CCCl)N=O. Synergy scores: CSS=12.8, Synergy_ZIP=-11.9, Synergy_Bliss=-22.2, Synergy_Loewe=-30.0, Synergy_HSA=-20.8. Cell line: MOLT-4. (3) Drug 1: C1C(C(OC1N2C=NC3=C(N=C(N=C32)Cl)N)CO)O. Drug 2: CC1=C(C=C(C=C1)C(=O)NC2=CC(=CC(=C2)C(F)(F)F)N3C=C(N=C3)C)NC4=NC=CC(=N4)C5=CN=CC=C5. Cell line: NCI-H522. Synergy scores: CSS=4.28, Synergy_ZIP=-2.70, Synergy_Bliss=0.346, Synergy_Loewe=-6.43, Synergy_HSA=-0.900. (4) Drug 1: CCC1(CC2CC(C3=C(CCN(C2)C1)C4=CC=CC=C4N3)(C5=C(C=C6C(=C5)C78CCN9C7C(C=CC9)(C(C(C8N6C=O)(C(=O)OC)O)OC(=O)C)CC)OC)C(=O)OC)O.OS(=O)(=O)O. Drug 2: CN(C(=O)NC(C=O)C(C(C(CO)O)O)O)N=O. Cell line: TK-10. Synergy scores: CSS=-6.67, Synergy_ZIP=5.13, Synergy_Bliss=3.89, Synergy_Loewe=-3.72, Synergy_HSA=-3.90.